From a dataset of Catalyst prediction with 721,799 reactions and 888 catalyst types from USPTO. Predict which catalyst facilitates the given reaction. (1) Reactant: [Cl:1][C:2]1[CH:7]=[CH:6][C:5]([N:8]2[C:17]3[C:12](=[C:13]([CH3:22])[C:14]([O:20][CH3:21])=[C:15]([CH3:19])[C:16]=3[CH3:18])[C:11](=[O:23])[C:10]3([CH2:26][CH2:25][CH2:24]3)[CH2:9]2)=[CH:4][CH:3]=1.[BH4-].[Na+].CC(C)=O.CCOC(C)=O. Product: [Cl:1][C:2]1[CH:3]=[CH:4][C:5]([N:8]2[C:17]3[C:12](=[C:13]([CH3:22])[C:14]([O:20][CH3:21])=[C:15]([CH3:19])[C:16]=3[CH3:18])[CH:11]([OH:23])[C:10]3([CH2:24][CH2:25][CH2:26]3)[CH2:9]2)=[CH:6][CH:7]=1. The catalyst class is: 36. (2) Reactant: [OH:1][C:2]1[C:7]2[NH:8][C:9](=[O:11])[S:10][C:6]=2[C:5]([CH2:12][CH2:13][NH:14][CH2:15][CH2:16][N:17]([CH2:31][CH:32]2[CH2:37][CH2:36][N:35](C(OC(C)(C)C)=O)[CH2:34][CH2:33]2)[C:18](=[O:30])[CH2:19][CH2:20][O:21][CH2:22][CH2:23][C:24]2[CH:29]=[CH:28][CH:27]=[CH:26][CH:25]=2)=[CH:4][CH:3]=1.FC(F)(F)C(O)=O. Product: [OH:1][C:2]1[C:7]2[NH:8][C:9](=[O:11])[S:10][C:6]=2[C:5]([CH2:12][CH2:13][NH:14][CH2:15][CH2:16][N:17]([CH2:31][CH:32]2[CH2:33][CH2:34][NH:35][CH2:36][CH2:37]2)[C:18](=[O:30])[CH2:19][CH2:20][O:21][CH2:22][CH2:23][C:24]2[CH:29]=[CH:28][CH:27]=[CH:26][CH:25]=2)=[CH:4][CH:3]=1. The catalyst class is: 4. (3) Reactant: [NH:1]1[C:9]2[C:4](=[CH:5][CH:6]=[CH:7][CH:8]=2)[CH2:3][C:2]1=[O:10].[CH2:11]([Li])[CH2:12][CH2:13][CH3:14].CN(C)[CH2:18][CH2:19]N(C)C.I[CH2:25][CH3:26].[NH4+].[Cl-:28]. Product: [CH2:11]([C:3]1[C:2](=[O:10])[N:1]=[C:9]2[C:4]=1[CH:5]=[CH:6][CH:7]=[CH:8]2)[CH3:12].[Cl:28][C:12]1[CH:13]=[C:14]([C:6]2[CH:5]=[C:4]3[C:9](=[CH:8][CH:7]=2)[NH:1][C:2](=[O:10])[CH:3]3[CH2:18][CH3:19])[CH:25]=[CH:26][CH:11]=1. The catalyst class is: 1. (4) Reactant: C(N(C(C)C)CC)(C)C.[CH3:10][NH:11][C:12]1([C:23]([NH:25][CH3:26])=[O:24])[CH2:15][N:14]([C:16]([O:18][C:19]([CH3:22])([CH3:21])[CH3:20])=[O:17])[CH2:13]1.[Cl:27][C:28]1[C:29]([F:49])=[C:30]([NH:34][C:35]2[C:44]3[C:39](=[CH:40][C:41]([O:47][CH3:48])=[C:42]([CH2:45]Cl)[CH:43]=3)[N:38]=[CH:37][N:36]=2)[CH:31]=[CH:32][CH:33]=1. Product: [Cl:27][C:28]1[C:29]([F:49])=[C:30]([NH:34][C:35]2[C:44]3[C:39](=[CH:40][C:41]([O:47][CH3:48])=[C:42]([CH2:45][N:11]([CH3:10])[C:12]4([C:23]([NH:25][CH3:26])=[O:24])[CH2:15][N:14]([C:16]([O:18][C:19]([CH3:20])([CH3:21])[CH3:22])=[O:17])[CH2:13]4)[CH:43]=3)[N:38]=[CH:37][N:36]=2)[CH:31]=[CH:32][CH:33]=1. The catalyst class is: 3.